Dataset: Peptide-MHC class I binding affinity with 185,985 pairs from IEDB/IMGT. Task: Regression. Given a peptide amino acid sequence and an MHC pseudo amino acid sequence, predict their binding affinity value. This is MHC class I binding data. (1) The peptide sequence is MHYKLDEVL. The MHC is HLA-B57:01 with pseudo-sequence HLA-B57:01. The binding affinity (normalized) is 0.0847. (2) The MHC is HLA-A02:16 with pseudo-sequence HLA-A02:16. The binding affinity (normalized) is 0.0847. The peptide sequence is ILTRLALFF. (3) The peptide sequence is SPADERAVA. The MHC is HLA-B15:01 with pseudo-sequence HLA-B15:01. The binding affinity (normalized) is 0.213. (4) The peptide sequence is TSACGIFLK. The binding affinity (normalized) is 0.0847. The MHC is HLA-B46:01 with pseudo-sequence HLA-B46:01. (5) The peptide sequence is LIFPAFFLC. The MHC is HLA-A69:01 with pseudo-sequence HLA-A69:01. The binding affinity (normalized) is 0.0847.